Dataset: NCI-60 drug combinations with 297,098 pairs across 59 cell lines. Task: Regression. Given two drug SMILES strings and cell line genomic features, predict the synergy score measuring deviation from expected non-interaction effect. (1) Drug 1: CC(C1=C(C=CC(=C1Cl)F)Cl)OC2=C(N=CC(=C2)C3=CN(N=C3)C4CCNCC4)N. Drug 2: C1=CC(=C2C(=C1NCCNCCO)C(=O)C3=C(C=CC(=C3C2=O)O)O)NCCNCCO. Cell line: EKVX. Synergy scores: CSS=36.1, Synergy_ZIP=4.75, Synergy_Bliss=5.29, Synergy_Loewe=-0.289, Synergy_HSA=6.65. (2) Drug 1: C1=C(C(=O)NC(=O)N1)N(CCCl)CCCl. Drug 2: C1CN(CCN1C(=O)CCBr)C(=O)CCBr. Cell line: HS 578T. Synergy scores: CSS=26.2, Synergy_ZIP=-5.43, Synergy_Bliss=4.20, Synergy_Loewe=1.20, Synergy_HSA=5.59. (3) Drug 1: CC1=C2C(C(=O)C3(C(CC4C(C3C(C(C2(C)C)(CC1OC(=O)C(C(C5=CC=CC=C5)NC(=O)OC(C)(C)C)O)O)OC(=O)C6=CC=CC=C6)(CO4)OC(=O)C)OC)C)OC. Drug 2: CCC1=CC2CC(C3=C(CN(C2)C1)C4=CC=CC=C4N3)(C5=C(C=C6C(=C5)C78CCN9C7C(C=CC9)(C(C(C8N6C)(C(=O)OC)O)OC(=O)C)CC)OC)C(=O)OC.C(C(C(=O)O)O)(C(=O)O)O. Cell line: DU-145. Synergy scores: CSS=74.9, Synergy_ZIP=6.16, Synergy_Bliss=4.62, Synergy_Loewe=-10.3, Synergy_HSA=7.61. (4) Drug 1: CC1C(C(CC(O1)OC2CC(CC3=C2C(=C4C(=C3O)C(=O)C5=C(C4=O)C(=CC=C5)OC)O)(C(=O)CO)O)N)O.Cl. Drug 2: CC12CCC3C(C1CCC2OP(=O)(O)O)CCC4=C3C=CC(=C4)OC(=O)N(CCCl)CCCl.[Na+]. Cell line: RXF 393. Synergy scores: CSS=1.71, Synergy_ZIP=-4.39, Synergy_Bliss=-4.03, Synergy_Loewe=-5.24, Synergy_HSA=-4.71. (5) Drug 1: CC(C1=C(C=CC(=C1Cl)F)Cl)OC2=C(N=CC(=C2)C3=CN(N=C3)C4CCNCC4)N. Drug 2: CC1C(C(CC(O1)OC2CC(CC3=C2C(=C4C(=C3O)C(=O)C5=C(C4=O)C(=CC=C5)OC)O)(C(=O)C)O)N)O.Cl. Cell line: NCI-H322M. Synergy scores: CSS=26.1, Synergy_ZIP=5.36, Synergy_Bliss=15.5, Synergy_Loewe=12.6, Synergy_HSA=13.4. (6) Drug 1: C1CCC(C1)C(CC#N)N2C=C(C=N2)C3=C4C=CNC4=NC=N3. Drug 2: COC1=C2C(=CC3=C1OC=C3)C=CC(=O)O2. Cell line: SK-MEL-28. Synergy scores: CSS=-13.4, Synergy_ZIP=3.43, Synergy_Bliss=-1.38, Synergy_Loewe=-6.46, Synergy_HSA=-6.16. (7) Drug 1: CS(=O)(=O)CCNCC1=CC=C(O1)C2=CC3=C(C=C2)N=CN=C3NC4=CC(=C(C=C4)OCC5=CC(=CC=C5)F)Cl. Drug 2: CN(CCCl)CCCl.Cl. Cell line: DU-145. Synergy scores: CSS=32.7, Synergy_ZIP=-6.87, Synergy_Bliss=-7.18, Synergy_Loewe=-7.14, Synergy_HSA=-5.87.